The task is: Predict the reaction yield, written as a fraction of the theoretical maximum amount of product (1.0 means a 100% yield; for example, 0.34 means a 34% yield).. This data is from Reaction yield outcomes from USPTO patents with 853,638 reactions. The reactants are [CH3:1][O:2][C:3]1[CH:8]=[CH:7][C:6]([C:9]2[C:14]([C:15]3[CH:20]=[CH:19][C:18]([O:21][CH3:22])=[CH:17][CH:16]=3)=[N:13][N:12]([CH2:23][CH2:24][C:25]([OH:27])=O)[C:11](=[O:28])[CH:10]=2)=[CH:5][CH:4]=1.C(Cl)(=O)C(Cl)=O.[CH2:35]([NH2:42])[C:36]1[CH:41]=[CH:40][CH:39]=[CH:38][CH:37]=1. No catalyst specified. The product is [CH3:1][O:2][C:3]1[CH:8]=[CH:7][C:6]([C:9]2[C:14]([C:15]3[CH:16]=[CH:17][C:18]([O:21][CH3:22])=[CH:19][CH:20]=3)=[N:13][N:12]([CH2:23][CH2:24][C:25]([NH:42][CH2:35][C:36]3[CH:41]=[CH:40][CH:39]=[CH:38][CH:37]=3)=[O:27])[C:11](=[O:28])[CH:10]=2)=[CH:5][CH:4]=1. The yield is 0.522.